This data is from Reaction yield outcomes from USPTO patents with 853,638 reactions. The task is: Predict the reaction yield, written as a fraction of the theoretical maximum amount of product (1.0 means a 100% yield; for example, 0.34 means a 34% yield). The reactants are N#N.Br[C:4]1[N:9]=[C:8]([C:10]2[CH:14]=[C:13]([CH3:15])[NH:12][C:11]=2[CH3:16])[CH:7]=[CH:6][CH:5]=1.C([Li])CCC.[CH2:22]([N:29]1[CH2:35][CH:34]2[C:36](=[O:37])[CH:31]([CH2:32][CH2:33]2)[CH2:30]1)[C:23]1[CH:28]=[CH:27][CH:26]=[CH:25][CH:24]=1.[CH3:38][CH2:39][CH2:40][CH2:41][CH2:42][CH3:43]. The catalyst is O1CCCC1. The product is [CH3:16][C:11]1[NH:12][C:13]([CH3:15])=[CH:14][C:10]=1[C:8]1[N:9]=[C:4]([C:40]2[CH:39]=[CH:38][C:43]([C:36]3([OH:37])[CH:34]4[CH2:33][CH2:32][CH:31]3[CH2:30][N:29]([CH2:22][C:23]3[CH:24]=[CH:25][CH:26]=[CH:27][CH:28]=3)[CH2:35]4)=[CH:42][CH:41]=2)[CH:5]=[CH:6][CH:7]=1. The yield is 0.160.